Dataset: Reaction yield outcomes from USPTO patents with 853,638 reactions. Task: Predict the reaction yield, written as a fraction of the theoretical maximum amount of product (1.0 means a 100% yield; for example, 0.34 means a 34% yield). The yield is 0.460. The catalyst is C(O)C.O.[OH-].[Na+]. The reactants are [CH3:1][N:2]([CH2:12][CH2:13][N:14]1[CH2:19][CH2:18][S:17][C:16]2[CH:20]=[C:21]([NH:24][C:25]([C:27]3[S:28][CH:29]=[CH:30][CH:31]=3)=[NH:26])[CH:22]=[CH:23][C:15]1=2)C(=O)OC1C=CC=CC=1. The product is [CH3:1][NH:2][CH2:12][CH2:13][N:14]1[CH2:19][CH2:18][S:17][C:16]2[CH:20]=[C:21]([NH:24][C:25]([C:27]3[S:28][CH:29]=[CH:30][CH:31]=3)=[NH:26])[CH:22]=[CH:23][C:15]1=2.